Task: Predict which catalyst facilitates the given reaction.. Dataset: Catalyst prediction with 721,799 reactions and 888 catalyst types from USPTO (1) Reactant: [Br:1][C:2]1[N:7]=[C:6]([NH2:8])[CH:5]=[CH:4][CH:3]=1.[H-].[Na+].CS(O[CH2:16][CH:17]1[CH2:22][O:21][CH2:20][C:19]([CH3:24])([CH3:23])[O:18]1)(=O)=O. Product: [Br:1][C:2]1[N:7]=[C:6]([NH:8][CH2:16][CH:17]2[CH2:22][O:21][CH2:20][C:19]([CH3:24])([CH3:23])[O:18]2)[CH:5]=[CH:4][CH:3]=1. The catalyst class is: 31. (2) The catalyst class is: 1. Product: [NH2:1][C:2]1[CH:10]=[C:9]([O:11][CH3:12])[CH:8]=[CH:7][C:3]=1[CH2:4][OH:5]. Reactant: [NH2:1][C:2]1[CH:10]=[C:9]([O:11][CH3:12])[CH:8]=[CH:7][C:3]=1[C:4](O)=[O:5].[BH4-].